From a dataset of NCI-60 drug combinations with 297,098 pairs across 59 cell lines. Regression. Given two drug SMILES strings and cell line genomic features, predict the synergy score measuring deviation from expected non-interaction effect. Drug 1: C1=NC2=C(N=C(N=C2N1C3C(C(C(O3)CO)O)O)F)N. Drug 2: CC12CCC3C(C1CCC2OP(=O)(O)O)CCC4=C3C=CC(=C4)OC(=O)N(CCCl)CCCl.[Na+]. Cell line: M14. Synergy scores: CSS=11.0, Synergy_ZIP=-4.38, Synergy_Bliss=-5.56, Synergy_Loewe=-5.06, Synergy_HSA=-3.48.